From a dataset of Full USPTO retrosynthesis dataset with 1.9M reactions from patents (1976-2016). Predict the reactants needed to synthesize the given product. (1) Given the product [F:15][C:5]1[C:6](=[O:13])[C:7]2[C:12](=[CH:11][CH:10]=[CH:9][CH:8]=2)[C:3](=[O:2])[C:4]=1/[CH:16]=[C:17](\[CH3:21])/[C:18]([OH:20])=[O:19], predict the reactants needed to synthesize it. The reactants are: C[O:2][C:3]1[C:12]2[C:7](=[CH:8][CH:9]=[CH:10][CH:11]=2)[C:6]([O:13]C)=[C:5]([F:15])[C:4]=1/[CH:16]=[C:17](\[CH3:21])/[C:18]([OH:20])=[O:19].BrC1C(=O)C2C(=CC=CC=2)C(=O)C=1/C=C(\C)/C(O)=O. (2) Given the product [CH2:10]([O:9][C:8]([C:15]1[N:20]=[CH:19][C:18]([CH3:21])=[CH:17][N:16]=1)([O:12][CH2:13][CH3:14])[CH2:7][O:2][CH3:1])[CH3:11], predict the reactants needed to synthesize it. The reactants are: [CH3:1][O-:2].[Na+].CO.Br[CH2:7][C:8]([C:15]1[N:20]=[CH:19][C:18]([CH3:21])=[CH:17][N:16]=1)([O:12][CH2:13][CH3:14])[O:9][CH2:10][CH3:11]. (3) Given the product [Br:15][C:16]1[CH:21]=[CH:20][C:19]([C:6](=[O:8])[CH2:7][C:2]([CH3:9])([CH3:1])[C:3]([OH:5])=[O:4])=[CH:18][CH:17]=1, predict the reactants needed to synthesize it. The reactants are: [CH3:1][C:2]1([CH3:9])[CH2:7][C:6](=[O:8])[O:5][C:3]1=[O:4].[Cl-].[Cl-].[Cl-].[Al+3].Cl.[Br:15][C:16]1[CH:21]=[CH:20][CH:19]=[CH:18][CH:17]=1.